From a dataset of Forward reaction prediction with 1.9M reactions from USPTO patents (1976-2016). Predict the product of the given reaction. (1) Given the reactants [CH3:1][O:2][C@H:3]1[CH2:11][C:10]2[C:5](=[CH:6][CH:7]=[CH:8][CH:9]=2)[C@H:4]1[NH:12]C(=O)OC(C)(C)C.Cl.C([O-])([O-])=O.[Na+].[Na+], predict the reaction product. The product is: [CH3:1][O:2][C@H:3]1[CH2:11][C:10]2[C:5](=[CH:6][CH:7]=[CH:8][CH:9]=2)[C@H:4]1[NH2:12]. (2) The product is: [CH3:1][O:2][CH2:3][CH2:4][O:5][CH2:6][C:7](=[S:19])[NH2:9]. Given the reactants [CH3:1][O:2][CH2:3][CH2:4][O:5][CH2:6][C:7]([NH2:9])=O.COC1C=CC(P2(SP(C3C=CC(OC)=CC=3)(=S)S2)=[S:19])=CC=1, predict the reaction product. (3) Given the reactants [CH3:1][N:2](C)[CH:3]=[O:4].[Br:6][C:7]1[CH:8]=[CH:9][C:10]([Cl:16])=[C:11]([CH:15]=1)C(O)=O.Cl.[CH3:18][O:19]NOOC.C(N(CC)CC)C, predict the reaction product. The product is: [Br:6][C:7]1[CH:15]=[CH:11][C:10]([Cl:16])=[C:9]([CH:8]=1)[C:3]([N:2]([O:19][CH3:18])[CH3:1])=[O:4]. (4) Given the reactants [C:1]1([NH:7][C:8]([N:10]2[C@H:19]3[C:14]([C:15]4[CH:25]=[CH:24][CH:23]=[C:22]5[C:16]=4[C@@H:17]([CH2:20][NH:21]5)[CH2:18]3)=[CH:13][C@@H:12]([C:26]([N:28]3[CH2:32][CH2:31][CH2:30][CH2:29]3)=[O:27])[CH2:11]2)=[O:9])[CH:6]=[CH:5][CH:4]=[CH:3][CH:2]=1.[OH2:33].OO, predict the reaction product. The product is: [C:1]1([NH:7][C:8]([N:10]2[C@H:19]3[C:14]([C:15]4[CH:25]=[CH:24][CH:23]=[C:22]5[C:16]=4[C:17](=[CH:20][N:21]5[OH:33])[CH2:18]3)=[CH:13][C@@H:12]([C:26]([N:28]3[CH2:32][CH2:31][CH2:30][CH2:29]3)=[O:27])[CH2:11]2)=[O:9])[CH:2]=[CH:3][CH:4]=[CH:5][CH:6]=1. (5) Given the reactants [NH2:1][C@H:2]([C:34]1[CH:39]=[CH:38][CH:37]=[CH:36][CH:35]=1)[CH2:3][N:4]1[C:9](=[O:10])[C:8]([C:11]2[CH:16]=[CH:15][CH:14]=[C:13]([O:17][CH3:18])[C:12]=2[F:19])=[C:7]([CH3:20])[N:6]([CH2:21][C:22]2[C:27]([C:28]([F:31])([F:30])[F:29])=[CH:26][CH:25]=[CH:24][C:23]=2[F:32])[C:5]1=[O:33].CN(C)[CH:42]=[O:43], predict the reaction product. The product is: [CH2:9]([O:10][C:42](=[O:43])[CH2:3][CH2:2][CH2:34][NH:1][C@H:2]([C:34]1[CH:39]=[CH:38][CH:37]=[CH:36][CH:35]=1)[CH2:3][N:4]1[C:9](=[O:10])[C:8]([C:11]2[CH:16]=[CH:15][CH:14]=[C:13]([O:17][CH3:18])[C:12]=2[F:19])=[C:7]([CH3:20])[N:6]([CH2:21][C:22]2[C:27]([C:28]([F:29])([F:31])[F:30])=[CH:26][CH:25]=[CH:24][C:23]=2[F:32])[C:5]1=[O:33])[CH3:8]. (6) Given the reactants [CH3:1][CH:2]([CH3:33])[C:3]1[C:8](/[CH:9]=[CH:10]/[C@H:11]([CH2:13][C@H:14]([CH2:16][C:17]([O-:19])=[O:18])[OH:15])[OH:12])=[C:7]([C:20]2[CH:25]=[CH:24][C:23]([F:26])=[CH:22][CH:21]=2)[N:6]=[C:5]([N:27]([CH3:32])[S:28]([CH3:31])(=[O:30])=[O:29])[N:4]=1.[CH3:34][CH:35]([CH3:66])[C:36]1[C:41](/[CH:42]=[CH:43]/[C@H:44]([CH2:46][C@H:47]([CH2:49][C:50]([O-:52])=[O:51])[OH:48])[OH:45])=[C:40]([C:53]2[CH:58]=[CH:57][C:56]([F:59])=[CH:55][CH:54]=2)[N:39]=[C:38]([N:60]([CH3:65])[S:61]([CH3:64])(=[O:63])=[O:62])[N:37]=1.[Ca+2:67].[Cl-:68].[Na+], predict the reaction product. The product is: [CH3:1][CH:2]([CH3:33])[C:3]1[C:8](/[CH:9]=[CH:10]/[C@H:11]([CH2:13][C@H:14]([CH2:16][C:17]([O-:19])=[O:18])[OH:15])[OH:12])=[C:7]([C:20]2[CH:21]=[CH:22][C:23]([F:26])=[CH:24][CH:25]=2)[N:6]=[C:5]([N:27]([CH3:32])[S:28]([CH3:31])(=[O:29])=[O:30])[N:4]=1.[CH3:34][CH:35]([CH3:66])[C:36]1[C:41](/[CH:42]=[CH:43]/[C@H:44]([CH2:46][C@H:47]([CH2:49][C:50]([O-:52])=[O:51])[OH:48])[OH:45])=[C:40]([C:53]2[CH:54]=[CH:55][C:56]([F:59])=[CH:57][CH:58]=2)[N:39]=[C:38]([N:60]([CH3:65])[S:61]([CH3:64])(=[O:62])=[O:63])[N:37]=1.[Ca+2:67].[Cl-:68]. (7) Given the reactants [OH:1][C:2]1[CH:7]=[C:6]([O:8][CH2:9][C:10]#[CH:11])[CH:5]=[CH:4][C:3]=1[C:12](=[O:15])[CH2:13][CH3:14], predict the reaction product. The product is: [OH:1][C:2]1[C:3]([C:12](=[O:15])[CH2:13][CH3:14])=[CH:4][CH:5]=[C:6]2[C:7]=1[CH:11]=[CH:10][CH2:9][O:8]2. (8) Given the reactants [F:1][C:2]1[CH:10]=[C:9]2[C:5](/[C:6](=[CH:12]/[C:13]3[CH:18]=[CH:17][CH:16]=[C:15]([Cl:19])[CH:14]=3)/[C:7](=[O:11])[NH:8]2)=[CH:4][CH:3]=1.[F:20][C:21]1[CH:22]=[CH:23][C:24]([CH3:36])=[C:25]([CH:27]=[N:28][C:29]([O:31][Si](C)(C)C)=[CH2:30])[CH:26]=1, predict the reaction product. The product is: [Cl:19][C:15]1[CH:14]=[C:13]([CH:12]2[CH2:30][C:29](=[O:31])[NH:28][CH:27]([C:25]3[CH:26]=[C:21]([F:20])[CH:22]=[CH:23][C:24]=3[CH3:36])[C:6]32[C:5]2[C:9](=[CH:10][C:2]([F:1])=[CH:3][CH:4]=2)[NH:8][C:7]3=[O:11])[CH:18]=[CH:17][CH:16]=1.